This data is from Full USPTO retrosynthesis dataset with 1.9M reactions from patents (1976-2016). The task is: Predict the reactants needed to synthesize the given product. Given the product [N:1]1[CH:6]=[CH:5][CH:4]=[CH:3][C:2]=1[C:7]1[CH:13]=[CH:12][CH:11]=[CH:10][C:8]=1[C:28]1[C:23]([N+:20]([O-:22])=[O:21])=[C:24]([S:29]([NH2:14])(=[O:31])=[O:30])[CH:25]=[CH:26][CH:27]=1, predict the reactants needed to synthesize it. The reactants are: [N:1]1[CH:6]=[CH:5][CH:4]=[CH:3][C:2]=1[C:7]1[CH:13]=[CH:12][CH:11]=[CH:10][C:8]=1N.[N:14]1C=CC=CC=1.[N+:20]([C:23]1[CH:28]=[CH:27][CH:26]=[CH:25][C:24]=1[S:29](Cl)(=[O:31])=[O:30])([O-:22])=[O:21].O.